This data is from Full USPTO retrosynthesis dataset with 1.9M reactions from patents (1976-2016). The task is: Predict the reactants needed to synthesize the given product. Given the product [N:1]1[CH:2]=[C:3]([CH:10]2[CH2:15][CH2:14][N:13]([C:16]([O:18][C:19]([CH3:22])([CH3:21])[CH3:20])=[O:17])[CH2:12][CH2:11]2)[N:4]2[CH2:9][CH2:8][CH2:7][CH2:6][C:5]=12, predict the reactants needed to synthesize it. The reactants are: [N:1]1[CH:2]=[C:3]([CH:10]2[CH2:15][CH2:14][N:13]([C:16]([O:18][C:19]([CH3:22])([CH3:21])[CH3:20])=[O:17])[CH2:12][CH2:11]2)[N:4]2[CH:9]=[CH:8][CH:7]=[CH:6][C:5]=12.